Dataset: Forward reaction prediction with 1.9M reactions from USPTO patents (1976-2016). Task: Predict the product of the given reaction. (1) Given the reactants Cl.[F:2][C:3]1[CH:8]=[CH:7][C:6]([N:9]2[C:18]3[C:13](=[CH:14][C:15]([O:19][CH:20]4[CH2:25][CH2:24][NH:23][CH2:22][CH2:21]4)=[CH:16][CH:17]=3)[CH2:12][CH2:11][C:10]2=[O:26])=[CH:5][CH:4]=1.C(=O)([O-])[O-].[K+].[K+].I[CH:34]([CH3:36])[CH3:35], predict the reaction product. The product is: [F:2][C:3]1[CH:8]=[CH:7][C:6]([N:9]2[C:18]3[C:13](=[CH:14][C:15]([O:19][CH:20]4[CH2:21][CH2:22][N:23]([CH:34]([CH3:36])[CH3:35])[CH2:24][CH2:25]4)=[CH:16][CH:17]=3)[CH2:12][CH2:11][C:10]2=[O:26])=[CH:5][CH:4]=1. (2) The product is: [NH2:1][C:2]1[O:3][C@H:4]2[C@@H:6]([C@:7]([C:12]3[CH:13]=[C:14]([NH:19][C:20](=[O:28])[C:21]4[CH:26]=[CH:25][C:24]([C:57]#[C:62][CH:61]5[CH2:60][CH2:59]5)=[CH:23][N:22]=4)[CH:15]=[CH:16][C:17]=3[F:18])([CH:9]([F:11])[F:10])[N:8]=1)[CH2:5]2. Given the reactants [NH2:1][C:2]1[O:3][C@H:4]2[C@@H:6]([C@:7]([C:12]3[CH:13]=[C:14]([NH:19][C:20](=[O:28])[C:21]4[CH:26]=[CH:25][C:24](Cl)=[CH:23][N:22]=4)[CH:15]=[CH:16][C:17]=3[F:18])([CH:9]([F:11])[F:10])[N:8]=1)[CH2:5]2.[CH:61]1(P([CH:57]2[CH2:62][CH2:61][CH2:60][CH2:59]C2)C2C=CC=CC=2C2C(C(C)C)=CC(C(C)C)=CC=2C(C)C)[CH2:62][CH2:57]C[CH2:59][CH2:60]1.C(=O)([O-])[O-].[Cs+].[Cs+].C1(C#C)CC1, predict the reaction product. (3) Given the reactants [CH3:1][O:2][C:3]1[C:4]([O:26][CH3:27])=[CH:5][C:6]2[C:7]3[C:15]([C:16]4[CH:23]=[CH:22][C:19]([C:20]#[N:21])=[C:18]([CH:24]=C)[CH:17]=4)=[N:14][NH:13][C:8]=3[CH:9]=[N:10][C:11]=2[CH:12]=1.[O:28]1CCCC1.O=[O+][O-].[BH4-].[Na+], predict the reaction product. The product is: [CH3:1][O:2][C:3]1[C:4]([O:26][CH3:27])=[CH:5][C:6]2[C:7]3[C:15]([C:16]4[CH:23]=[CH:22][C:19]([C:20]#[N:21])=[C:18]([CH2:24][OH:28])[CH:17]=4)=[N:14][NH:13][C:8]=3[CH:9]=[N:10][C:11]=2[CH:12]=1. (4) Given the reactants [CH2:1]([O:8][C:9]1[C:16]([CH2:17][CH3:18])=[CH:15][CH:14]=[CH:13][C:10]=1[CH:11]=O)[C:2]1[CH:7]=[CH:6][CH:5]=[CH:4][CH:3]=1.[CH3:19][S:20][CH2:21][S:22]([CH3:24])=[O:23].O1CCCC1.[OH-].C([N+](C)(C)C)C1C=CC=CC=1, predict the reaction product. The product is: [CH3:24][S:22]([C:21]([S:20][CH3:19])=[CH:11][C:10]1[CH:13]=[CH:14][CH:15]=[C:16]([CH2:17][CH3:18])[C:9]=1[O:8][CH2:1][C:2]1[CH:7]=[CH:6][CH:5]=[CH:4][CH:3]=1)=[O:23]. (5) The product is: [NH2:1][C:2]1[CH:3]=[CH:4][C:5]([NH:24][C:25]([O:27][C:28]([CH3:31])([CH3:30])[CH3:29])=[O:26])=[C:6]([CH2:8][CH2:9][C:10]2[CH:11]=[C:12]([NH:16][C:17](=[O:23])[O:18][C:19]([CH3:22])([CH3:21])[CH3:20])[CH:13]=[CH:14][CH:15]=2)[CH:7]=1. Given the reactants [NH2:1][C:2]1[CH:3]=[CH:4][C:5]([NH:24][C:25]([O:27][C:28]([CH3:31])([CH3:30])[CH3:29])=[O:26])=[C:6]([C:8]#[C:9][C:10]2[CH:11]=[C:12]([NH:16][C:17](=[O:23])[O:18][C:19]([CH3:22])([CH3:21])[CH3:20])[CH:13]=[CH:14][CH:15]=2)[CH:7]=1, predict the reaction product. (6) Given the reactants [N:1]([CH:4]1[CH:9]([OH:10])[CH2:8][CH2:7][CH:6]([C:11]2[CH:12]=[C:13]([CH:16]=[C:17]([F:19])[CH:18]=2)[C:14]#[N:15])[CH2:5]1)=[N+]=[N-], predict the reaction product. The product is: [NH2:1][CH:4]1[CH:9]([OH:10])[CH2:8][CH2:7][CH:6]([C:11]2[CH:12]=[C:13]([CH:16]=[C:17]([F:19])[CH:18]=2)[C:14]#[N:15])[CH2:5]1.